From a dataset of Forward reaction prediction with 1.9M reactions from USPTO patents (1976-2016). Predict the product of the given reaction. (1) Given the reactants Br[CH2:2][C:3]1[S:4][C:5]2[CH:11]=[C:10]([O:12][C:13]([F:16])([F:15])[F:14])[CH:9]=[CH:8][C:6]=2[N:7]=1, predict the reaction product. The product is: [CH3:3][N:7]([CH2:2][C:3]1[S:4][C:5]2[CH:11]=[C:10]([O:12][C:13]([F:16])([F:15])[F:14])[CH:9]=[CH:8][C:6]=2[N:7]=1)[CH2:6][C:5]#[CH:11]. (2) Given the reactants [H-].[Na+].[CH2:3]([N:10]([CH2:21][CH2:22][C:23]1[CH:28]=[CH:27][C:26]([S:29]([C:32]2[CH:37]=[CH:36][C:35]([OH:38])=[CH:34][CH:33]=2)(=[O:31])=[O:30])=[CH:25][CH:24]=1)[CH2:11][C@@H:12]([C:14]1[CH:19]=[CH:18][CH:17]=[C:16]([Cl:20])[CH:15]=1)[OH:13])[C:4]1[CH:9]=[CH:8][CH:7]=[CH:6][CH:5]=1.Br[CH2:40][C:41]([O:43][CH2:44][CH3:45])=[O:42].O, predict the reaction product. The product is: [CH2:3]([N:10]([CH2:21][CH2:22][C:23]1[CH:28]=[CH:27][C:26]([S:29]([C:32]2[CH:33]=[CH:34][C:35]([O:38][CH2:40][C:41]([O:43][CH2:44][CH3:45])=[O:42])=[CH:36][CH:37]=2)(=[O:31])=[O:30])=[CH:25][CH:24]=1)[CH2:11][C@@H:12]([C:14]1[CH:19]=[CH:18][CH:17]=[C:16]([Cl:20])[CH:15]=1)[OH:13])[C:4]1[CH:5]=[CH:6][CH:7]=[CH:8][CH:9]=1. (3) Given the reactants C[O:2][C:3]1[CH:4]=[C:5]2[C:10](=[C:11]([N+:13]([O-:15])=[O:14])[CH:12]=1)[N:9]=[CH:8][CH:7]=[CH:6]2.Br, predict the reaction product. The product is: [N+:13]([C:11]1[CH:12]=[C:3]([OH:2])[CH:4]=[C:5]2[C:10]=1[N:9]=[CH:8][CH:7]=[CH:6]2)([O-:15])=[O:14]. (4) Given the reactants [H-].[Na+].[Cl:3][C:4]1[C:5]([C:20]#[N:21])=[C:6]2[N:11]([C:12]=1[C:13]1[CH:14]=[N:15][CH:16]=[CH:17][CH:18]=1)[CH2:10][CH2:9][CH2:8][CH:7]2[OH:19].[CH3:22]I, predict the reaction product. The product is: [Cl:3][C:4]1[C:5]([C:20]#[N:21])=[C:6]2[N:11]([C:12]=1[C:13]1[CH:14]=[N:15][CH:16]=[CH:17][CH:18]=1)[CH2:10][CH2:9][CH2:8][CH:7]2[O:19][CH3:22]. (5) Given the reactants [Cl:1][C:2]1[CH:3]=[C:4]([CH2:17][N:18]2[C:22]([CH3:23])=[CH:21][C:20]([C:24](O)=[O:25])=[N:19]2)[C:5]2[O:9][C:8]([C:10]3[CH:15]=[CH:14][CH:13]=[CH:12][CH:11]=3)=[CH:7][C:6]=2[CH:16]=1.[NH2:27][N:28]1[CH2:33][CH2:32][O:31][CH2:30][CH2:29]1.CCN=C=NCCCN(C)C.Cl.ON1C2C=CC=CC=2N=N1, predict the reaction product. The product is: [Cl:1][C:2]1[CH:3]=[C:4]([CH2:17][N:18]2[C:22]([CH3:23])=[CH:21][C:20]([C:24]([NH:27][N:28]3[CH2:33][CH2:32][O:31][CH2:30][CH2:29]3)=[O:25])=[N:19]2)[C:5]2[O:9][C:8]([C:10]3[CH:15]=[CH:14][CH:13]=[CH:12][CH:11]=3)=[CH:7][C:6]=2[CH:16]=1. (6) The product is: [N:18]1([C:14]([C:12]2[O:13][C:9]([S:6]([NH:5][C:1]([CH3:2])([CH3:3])[CH3:4])(=[O:7])=[O:8])=[CH:10][CH:11]=2)=[O:16])[CH2:21][CH2:20][CH2:19]1. Given the reactants [C:1]([NH:5][S:6]([C:9]1[O:13][C:12]([C:14]([O:16]C)=O)=[CH:11][CH:10]=1)(=[O:8])=[O:7])([CH3:4])([CH3:3])[CH3:2].[NH:18]1[CH2:21][CH2:20][CH2:19]1, predict the reaction product.